This data is from Full USPTO retrosynthesis dataset with 1.9M reactions from patents (1976-2016). The task is: Predict the reactants needed to synthesize the given product. (1) Given the product [C:26]([O:1][CH2:2][CH2:3][CH2:4][CH2:5][CH2:6][CH2:7][CH2:8][CH2:9][CH2:10][CH2:11][CH2:12][CH2:13][CH2:14][CH2:15][CH2:16][C:17]([OH:19])=[O:18])(=[O:30])[C:27]([CH3:29])=[CH2:28], predict the reactants needed to synthesize it. The reactants are: [OH:1][CH2:2][CH2:3][CH2:4][CH2:5][CH2:6][CH2:7][CH2:8][CH2:9][CH2:10][CH2:11][CH2:12][CH2:13][CH2:14][CH2:15][CH2:16][C:17]([OH:19])=[O:18].N1C=CC=CC=1.[C:26](Cl)(=[O:30])[C:27]([CH3:29])=[CH2:28]. (2) The reactants are: [Br:1][C:2]1[C:3]([S:11][C:12]2[NH:13][C:14]3[C:19]([N:20]=2)=[C:18]([NH2:21])[N:17]=[CH:16][N:15]=3)=[CH:4][C:5]2[O:9][CH2:8][O:7][C:6]=2[CH:10]=1.CC1C=CC(S(O[CH2:33][CH2:34][CH:35]2[CH2:40][CH2:39][N:38]([C:41](=[O:62])[C@H:42]([O:44][Si:45]([C:58]([CH3:61])([CH3:60])[CH3:59])([C:52]3[CH:57]=[CH:56][CH:55]=[CH:54][CH:53]=3)[C:46]3[CH:51]=[CH:50][CH:49]=[CH:48][CH:47]=3)[CH3:43])[CH2:37][CH2:36]2)(=O)=O)=CC=1. Given the product [Br:1][C:2]1[C:3]([S:11][C:12]2[N:13]([CH2:33][CH2:34][CH:35]3[CH2:36][CH2:37][N:38]([C:41](=[O:62])[C@H:42]([O:44][Si:45]([C:58]([CH3:59])([CH3:61])[CH3:60])([C:46]4[CH:51]=[CH:50][CH:49]=[CH:48][CH:47]=4)[C:52]4[CH:53]=[CH:54][CH:55]=[CH:56][CH:57]=4)[CH3:43])[CH2:39][CH2:40]3)[C:14]3[C:19]([N:20]=2)=[C:18]([NH2:21])[N:17]=[CH:16][N:15]=3)=[CH:4][C:5]2[O:9][CH2:8][O:7][C:6]=2[CH:10]=1, predict the reactants needed to synthesize it. (3) Given the product [CH3:1][O:2][C:3]1[CH:12]=[CH:11][C:10]([CH2:13][S:16][CH3:15])=[CH:9][C:4]=1[C:5]([O:7][CH3:8])=[O:6], predict the reactants needed to synthesize it. The reactants are: [CH3:1][O:2][C:3]1[CH:12]=[CH:11][C:10]([CH2:13]Cl)=[CH:9][C:4]=1[C:5]([O:7][CH3:8])=[O:6].[CH3:15][S-:16].[Na+]. (4) Given the product [C:41]([OH:62])(=[O:61])[CH:42]=[CH:43][CH:44]=[CH:45][CH:46]=[CH:47][CH:48]=[CH:49][CH2:50][CH2:51][CH2:52][CH2:53][CH2:54][CH2:55][CH2:56][CH2:57][CH2:58][CH2:59][CH3:60].[CH3:63][CH2:64]/[CH:65]=[CH:66]\[CH2:67]/[CH:68]=[CH:69]\[CH2:70]/[CH:71]=[CH:72]\[CH2:73]/[CH:74]=[CH:75]\[CH2:76]/[CH:77]=[CH:78]\[CH2:79][CH2:80][CH2:81][C:82]([OH:84])=[O:83].[CH3:60][CH2:59][CH2:58][CH2:57][CH2:56]/[CH:55]=[CH:54]\[CH2:53]/[CH:52]=[CH:51]\[CH2:50]/[CH:49]=[CH:48]\[CH2:47][CH2:46][CH2:45][CH2:44][CH2:43][CH2:42][C:41]([OH:62])=[O:61].[C:41]([OH:62])(=[O:61])[CH2:42][CH2:43][CH2:44]/[CH:45]=[CH:46]\[CH2:47]/[CH:48]=[CH:49]\[CH2:50]/[CH:51]=[CH:52]\[CH2:53]/[CH:54]=[CH:55]\[CH2:56][CH2:57][CH2:58][CH2:59][CH3:60], predict the reactants needed to synthesize it. The reactants are: C(O)(=O)CCCCCCC/C=C\C/C=C\CCCCC.C(O)(=O)CCCCCCC/C=C\C/C=C\C/C=C\CC.[C:41]([OH:62])(=[O:61])[CH:42]=[CH:43][CH:44]=[CH:45][CH:46]=[CH:47][CH:48]=[CH:49][CH2:50][CH2:51][CH2:52][CH2:53][CH2:54][CH2:55][CH2:56][CH2:57][CH2:58][CH2:59][CH3:60].[CH3:63][CH2:64]/[CH:65]=[CH:66]\[CH2:67]/[CH:68]=[CH:69]\[CH2:70]/[CH:71]=[CH:72]\[CH2:73]/[CH:74]=[CH:75]\[CH2:76]/[CH:77]=[CH:78]\[CH2:79][CH2:80][CH2:81][C:82]([OH:84])=[O:83]. (5) Given the product [CH:1]1([NH:4][C:5]([C:7]2[CH:12]=[C:11]([C:13]3[C:14]([C:27]([NH:73][CH2:72][CH2:71][CH2:70][N:67]4[CH2:66][CH2:65][N:64]([CH3:63])[CH2:69][CH2:68]4)=[O:28])=[CH:15][C:16]([C:19]([NH:21][CH2:22][C:23]([CH3:24])([CH3:26])[CH3:25])=[O:20])=[CH:17][CH:18]=3)[C:10]([CH3:30])=[C:9]([F:31])[CH:8]=2)=[O:6])[CH2:2][CH2:3]1, predict the reactants needed to synthesize it. The reactants are: [CH:1]1([NH:4][C:5]([C:7]2[CH:8]=[C:9]([F:31])[C:10]([CH3:30])=[C:11]([C:13]3[C:14]([C:27](O)=[O:28])=[CH:15][C:16]([C:19]([NH:21][CH2:22][C:23]([CH3:26])([CH3:25])[CH3:24])=[O:20])=[CH:17][CH:18]=3)[CH:12]=2)=[O:6])[CH2:3][CH2:2]1.CN(C(ON1N=NC2C=CC=CC1=2)=[N+](C)C)C.F[P-](F)(F)(F)(F)F.CCN(CC)CC.[CH3:63][N:64]1[CH2:69][CH2:68][N:67]([CH2:70][CH2:71][CH2:72][NH2:73])[CH2:66][CH2:65]1. (6) Given the product [F:1][C:2]1[CH:7]=[C:6]([C:8]([F:9])([F:10])[F:11])[CH:5]=[CH:4][C:3]=1[C:12]1[N:20]=[CH:19][N:18]=[C:17]2[C:13]=1[NH:14][C:15](=[O:29])[N:16]2[C:21]1[CH:26]=[CH:25][C:24]([OH:27])=[CH:23][CH:22]=1, predict the reactants needed to synthesize it. The reactants are: [F:1][C:2]1[CH:7]=[C:6]([C:8]([F:11])([F:10])[F:9])[CH:5]=[CH:4][C:3]=1[C:12]1[N:20]=[CH:19][N:18]=[C:17]2[C:13]=1[NH:14][C:15](=[O:29])[N:16]2[C:21]1[CH:26]=[CH:25][C:24]([O:27]C)=[CH:23][CH:22]=1.B(Br)(Br)Br.CO.O. (7) Given the product [Cl:1][C:2]1[CH:7]=[CH:6][C:5]2[NH:8][C:19](=[O:20])[CH2:18][N:10]3[C:9](=[N:13][C:12]([CH:14]4[CH2:16][CH2:15]4)=[N:11]3)[C:4]=2[CH:3]=1, predict the reactants needed to synthesize it. The reactants are: [Cl:1][C:2]1[CH:7]=[CH:6][C:5]([NH2:8])=[C:4]([C:9]2[NH:10][N:11]=[C:12]([CH:14]3[CH2:16][CH2:15]3)[N:13]=2)[CH:3]=1.Cl[CH2:18][C:19](Cl)=[O:20].[OH-].[Na+].Cl. (8) Given the product [C:1]1([C:7](=[O:12])[C:8]([N:13]2[CH2:18][CH2:17][CH2:16][CH2:15][CH2:14]2)=[O:10])[CH:2]=[CH:3][CH:4]=[CH:5][CH:6]=1, predict the reactants needed to synthesize it. The reactants are: [C:1]1([C:7](=[O:12])[C:8]([O:10]C)=O)[CH:6]=[CH:5][CH:4]=[CH:3][CH:2]=1.[NH:13]1[CH2:18][CH2:17][CH2:16][CH2:15][CH2:14]1. (9) Given the product [CH3:1][O:2][CH2:3][CH2:4][CH2:5][O:6][C@@H:7]([C:21]1[CH:22]=[CH:23][CH:24]=[CH:25][CH:26]=1)[C@@H:8]1[CH2:13][CH2:12][CH2:11][NH:10][CH2:9]1.[ClH:27], predict the reactants needed to synthesize it. The reactants are: [CH3:1][O:2][CH2:3][CH2:4][CH2:5][O:6][C@@H:7]([C:21]1[CH:26]=[CH:25][CH:24]=[CH:23][CH:22]=1)[C@@H:8]1[CH2:13][CH2:12][CH2:11][N:10](C(OC(C)(C)C)=O)[CH2:9]1.[ClH:27]. (10) The reactants are: C([O:5][C:6](=[O:35])[CH2:7][N:8]1[C:12]2[CH:13]=[CH:14][C:15]([N:17]([CH2:25][C:26]3[CH:31]=[CH:30][CH:29]=[CH:28][CH:27]=3)[C:18]([C:20]3[S:21][CH:22]=[CH:23][CH:24]=3)=[O:19])=[CH:16][C:11]=2[N:10]=[C:9]1[CH2:32][CH2:33][CH3:34])(C)(C)C.C(O)(C(F)(F)F)=O. Given the product [CH2:25]([N:17]([C:18]([C:20]1[S:21][CH:22]=[CH:23][CH:24]=1)=[O:19])[C:15]1[CH:14]=[CH:13][C:12]2[N:8]([CH2:7][C:6]([OH:35])=[O:5])[C:9]([CH2:32][CH2:33][CH3:34])=[N:10][C:11]=2[CH:16]=1)[C:26]1[CH:27]=[CH:28][CH:29]=[CH:30][CH:31]=1, predict the reactants needed to synthesize it.